Dataset: Forward reaction prediction with 1.9M reactions from USPTO patents (1976-2016). Task: Predict the product of the given reaction. (1) Given the reactants [OH-].[Na+].[OH:3][C:4]1[CH:46]=[CH:45][C:7]2[N:8]([CH2:19][CH2:20][CH2:21][CH2:22][CH2:23][CH2:24][CH2:25][CH2:26][CH:27]([CH2:33][CH2:34][CH2:35][CH2:36][CH2:37][C:38]([F:44])([F:43])[C:39]([F:42])([F:41])[F:40])[C:28]([O:30]CC)=[O:29])[C@H:9]([C:12]3[CH:17]=[CH:16][C:15]([OH:18])=[CH:14][CH:13]=3)[CH2:10][O:11][C:6]=2[CH:5]=1.Cl.C(OCC)(=O)C.CCCCCC, predict the reaction product. The product is: [OH:3][C:4]1[CH:46]=[CH:45][C:7]2[N:8]([CH2:19][CH2:20][CH2:21][CH2:22][CH2:23][CH2:24][CH2:25][CH2:26][CH:27]([CH2:33][CH2:34][CH2:35][CH2:36][CH2:37][C:38]([F:44])([F:43])[C:39]([F:40])([F:41])[F:42])[C:28]([OH:30])=[O:29])[C@H:9]([C:12]3[CH:17]=[CH:16][C:15]([OH:18])=[CH:14][CH:13]=3)[CH2:10][O:11][C:6]=2[CH:5]=1. (2) Given the reactants [NH:1]1[CH2:4][CH:3]([N:5]2[C:9]3[N:10]=[C:11]([C:20]4[CH:21]=[C:22]([OH:26])[CH:23]=[CH:24][CH:25]=4)[N:12]=[C:13]([N:14]4[CH2:19][CH2:18][O:17][CH2:16][CH2:15]4)[C:8]=3[N:7]=[N:6]2)[CH2:2]1.[F:27][C:28]1[CH:35]=[CH:34][C:31]([CH:32]=O)=[CH:30][N:29]=1.[BH3-]C#N.[Na+], predict the reaction product. The product is: [F:27][C:28]1[N:29]=[CH:30][C:31]([CH2:32][N:1]2[CH2:2][CH:3]([N:5]3[C:9]4[N:10]=[C:11]([C:20]5[CH:21]=[C:22]([OH:26])[CH:23]=[CH:24][CH:25]=5)[N:12]=[C:13]([N:14]5[CH2:19][CH2:18][O:17][CH2:16][CH2:15]5)[C:8]=4[N:7]=[N:6]3)[CH2:4]2)=[CH:34][CH:35]=1. (3) The product is: [Cl:1][C:2]1[CH:3]=[CH:4][C:5]([C:28]([F:30])([F:31])[F:29])=[C:6]([CH:27]=1)[CH2:7][N:8]1[CH2:13][CH2:12][NH:11][C:10]2[N:14]=[CH:15][C:16]([C:18]3[CH:19]=[CH:20][C:21]([C:22]([N:39]4[CH2:40][CH2:41][CH2:42][C@H:38]4[CH2:37][N:32]4[CH2:36][CH2:35][CH2:34][CH2:33]4)=[O:23])=[CH:25][CH:26]=3)=[CH:17][C:9]1=2. Given the reactants [Cl:1][C:2]1[CH:3]=[CH:4][C:5]([C:28]([F:31])([F:30])[F:29])=[C:6]([CH:27]=1)[CH2:7][N:8]1[CH2:13][CH2:12][NH:11][C:10]2[N:14]=[CH:15][C:16]([C:18]3[CH:26]=[CH:25][C:21]([C:22](O)=[O:23])=[CH:20][CH:19]=3)=[CH:17][C:9]1=2.[N:32]1([CH2:37][C@@H:38]2[CH2:42][CH2:41][CH2:40][NH:39]2)[CH2:36][CH2:35][CH2:34][CH2:33]1, predict the reaction product. (4) Given the reactants [Cl:1][C:2]1[CH:7]=[CH:6][CH:5]=[C:4]([O:8][CH:9]2[CH2:14][C:13]([CH3:16])([CH3:15])[NH:12][C:11]([CH3:18])([CH3:17])[CH2:10]2)[N:3]=1.[CH3:19][O-:20].[Na+].CS(C)=O, predict the reaction product. The product is: [ClH:1].[CH3:19][O:20][C:2]1[CH:7]=[CH:6][CH:5]=[C:4]([O:8][CH:9]2[CH2:14][C:13]([CH3:16])([CH3:15])[NH:12][C:11]([CH3:18])([CH3:17])[CH2:10]2)[N:3]=1. (5) Given the reactants [Br:1][C:2]1[CH:10]=[CH:9][C:5]([CH2:6][C:7]#[N:8])=[CH:4][CH:3]=1.C[Si]([N-][Si](C)(C)C)(C)C.[Li+].[CH2:21]([O:23][CH:24]([O:27][CH2:28][CH3:29])[CH2:25]Br)[CH3:22], predict the reaction product. The product is: [Br:1][C:2]1[CH:10]=[CH:9][C:5]([CH:6]([C:7]#[N:8])[CH2:25][CH:24]([O:27][CH2:28][CH3:29])[O:23][CH2:21][CH3:22])=[CH:4][CH:3]=1. (6) Given the reactants [CH3:1][C:2]1[C:7]([CH3:8])=[C:6]([N+:9]([O-:11])=[O:10])[CH:5]=[CH:4][N+:3]=1[O-].[C:13]([O:16]C(=O)C)(=[O:15])[CH3:14], predict the reaction product. The product is: [C:13]([O:16][CH2:1][C:2]1[C:7]([CH3:8])=[C:6]([N+:9]([O-:11])=[O:10])[CH:5]=[CH:4][N:3]=1)(=[O:15])[CH3:14]. (7) Given the reactants Cl[C:2]1[CH:7]=[CH:6][N+:5]([O-:8])=[C:4]([CH3:9])[C:3]=1[CH3:10].[OH-].[Na+].[CH2:13]([OH:23])[CH2:14][CH2:15][CH2:16][CH2:17][CH2:18][CH2:19][CH2:20][CH2:21][CH3:22].Cl, predict the reaction product. The product is: [CH2:13]([O:23][C:2]1[CH:7]=[CH:6][N+:5]([O-:8])=[C:4]([CH3:9])[C:3]=1[CH3:10])[CH2:14][CH2:15][CH2:16][CH2:17][CH2:18][CH2:19][CH2:20][CH2:21][CH3:22].